Task: Predict the reactants needed to synthesize the given product.. Dataset: Full USPTO retrosynthesis dataset with 1.9M reactions from patents (1976-2016) (1) Given the product [C:27]([NH:31][C:32]([CH3:36])([CH3:33])[C:34]#[C:35][C:17]1[CH:18]=[CH:19][C:14]([C:12]([C:11]2[N:10]3[C:5]([CH:6]=[C:7]([C:21]([O:23][CH:24]([CH3:26])[CH3:25])=[O:22])[CH:8]=[CH:9]3)=[CH:4][C:3]=2[CH2:1][CH3:2])=[O:13])=[CH:15][CH:16]=1)([CH3:30])([CH3:29])[CH3:28], predict the reactants needed to synthesize it. The reactants are: [CH2:1]([C:3]1[CH:4]=[C:5]2[N:10]([C:11]=1[C:12]([C:14]1[CH:19]=[CH:18][C:17](I)=[CH:16][CH:15]=1)=[O:13])[CH:9]=[CH:8][C:7]([C:21]([O:23][CH:24]([CH3:26])[CH3:25])=[O:22])=[CH:6]2)[CH3:2].[C:27]([NH:31][C:32]([CH3:36])([C:34]#[CH:35])[CH3:33])([CH3:30])([CH3:29])[CH3:28].C(NC(C)(C)C#CC1C=CC(C(C2N3C(C=C(C([O-])=O)C=C3)=CC=2CC)=O)=CC=1)(C)(C)C. (2) Given the product [CH2:47]([N:43]1[CH2:44][CH2:45][CH2:46][C@H:41]([CH2:40][NH:39][C:37]([C@H:33]2[CH2:34][CH2:35][CH2:36][N:32]2[C:30]([C@@H:3]2[C@@H:2]([OH:1])[C@@H:6]([OH:7])[CH2:5][N:4]2[C:8](=[O:29])[CH2:9][C:10]([C:23]2[CH:28]=[CH:27][CH:26]=[CH:25][CH:24]=2)([C:17]2[CH:22]=[CH:21][CH:20]=[CH:19][CH:18]=2)[C:11]2[CH:12]=[CH:13][CH:14]=[CH:15][CH:16]=2)=[O:31])=[O:38])[CH2:42]1)[CH3:48], predict the reactants needed to synthesize it. The reactants are: [OH:1][C@H:2]1[C@@H:6]([OH:7])[CH2:5][N:4]([C:8](=[O:29])[CH2:9][C:10]([C:23]2[CH:28]=[CH:27][CH:26]=[CH:25][CH:24]=2)([C:17]2[CH:22]=[CH:21][CH:20]=[CH:19][CH:18]=2)[C:11]2[CH:16]=[CH:15][CH:14]=[CH:13][CH:12]=2)[C@@H:3]1[C:30]([N:32]1[CH2:36][CH2:35][CH2:34][C@@H:33]1[C:37]([NH:39][CH2:40][C@H:41]1[CH2:46][CH2:45][CH2:44][NH:43][CH2:42]1)=[O:38])=[O:31].[CH2:47](I)[CH3:48]. (3) Given the product [CH:21]1([NH:26][S:10]([C:5]2[CH:6]=[CH:7][CH:8]=[CH:9][C:4]=2[N+:1]([O-:3])=[O:2])(=[O:12])=[O:11])[CH2:25][CH2:24][CH2:23][CH2:22]1, predict the reactants needed to synthesize it. The reactants are: [N+:1]([C:4]1[CH:9]=[CH:8][CH:7]=[CH:6][C:5]=1[S:10](Cl)(=[O:12])=[O:11])([O-:3])=[O:2].C(N(CC)CC)C.[CH:21]1([NH2:26])[CH2:25][CH2:24][CH2:23][CH2:22]1. (4) Given the product [CH3:20][C:18]1[CH:17]=[C:12]([CH:11]=[C:10]([C:3]2[CH:4]=[CH:5][S:1][CH:2]=2)[CH:19]=1)[C:13]([O:15][CH3:16])=[O:14], predict the reactants needed to synthesize it. The reactants are: [S:1]1[CH:5]=[CH:4][CH:3]=[C:2]1B(O)O.Br[C:10]1[CH:11]=[C:12]([CH:17]=[C:18]([CH3:20])[CH:19]=1)[C:13]([O:15][CH3:16])=[O:14].